Dataset: Catalyst prediction with 721,799 reactions and 888 catalyst types from USPTO. Task: Predict which catalyst facilitates the given reaction. (1) Reactant: [C:1]([O-])([O-])=O.[K+].[K+].[C:7]1([OH:13])[CH:12]=[CH:11][CH:10]=[CH:9][CH:8]=1.C1O[CH2:30][CH2:29]OCCOCCOCCOCCOC1.C(OC([N:39]1[C:48]2[C:43](=[CH:44][CH:45]=[C:46]([C:49]3[S:50][C:51](CCCI)=[C:52]([C:54]([O:56][CH2:57][CH3:58])=[O:55])[N:53]=3)[CH:47]=2)[CH2:42][CH2:41][CH2:40]1)=O)(C)(C)C.[H-].[Na+]. The catalyst class is: 31. Product: [O:13]([CH2:1][CH2:29][CH2:30][SH:50]1[CH:51]=[C:52]([C:54]([O:56][CH2:57][CH3:58])=[O:55])[N:53]=[C:49]1[C:46]1[CH:47]=[C:48]2[C:43]([CH2:42][CH2:41][CH2:40][NH:39]2)=[CH:44][CH:45]=1)[C:7]1[CH:12]=[CH:11][CH:10]=[CH:9][CH:8]=1. (2) Reactant: Cl[C:2]1[N:3]=[C:4]([NH:17][CH3:18])[C:5]2[CH2:10][CH2:9][CH:8]([C:11]3[CH:16]=[CH:15][CH:14]=[CH:13][CH:12]=3)[C:6]=2[N:7]=1.[NH2:19][C:20]1[CH:25]=[CH:24][C:23]([N:26]2[CH:30]=[C:29]([C:31]#[N:32])[N:28]=[CH:27]2)=[C:22]([O:33][CH3:34])[CH:21]=1.CC(O)=O.[OH-].[Na+]. Product: [CH3:34][O:33][C:22]1[CH:21]=[C:20]([NH:19][C:2]2[N:3]=[C:4]([NH:17][CH3:18])[C:5]3[CH2:10][CH2:9][CH:8]([C:11]4[CH:16]=[CH:15][CH:14]=[CH:13][CH:12]=4)[C:6]=3[N:7]=2)[CH:25]=[CH:24][C:23]=1[N:26]1[CH:30]=[C:29]([C:31]#[N:32])[N:28]=[CH:27]1. The catalyst class is: 12. (3) Reactant: [NH2:1][C:2]1([CH2:8][OH:9])[CH2:7][CH2:6][CH2:5][CH2:4][CH2:3]1.[CH3:10]O.C=O. Product: [NH:1]1[C:2]2([CH2:7][CH2:6][CH2:5][CH2:4][CH2:3]2)[CH2:8][O:9][CH2:10]1. The catalyst class is: 24. (4) Reactant: F[C:2]1[CH:9]=[CH:8][C:5]([C:6]#[N:7])=[CH:4][CH:3]=1.Cl.[CH2:11]([O:13][C:14]1[CH:19]=[CH:18][C:17]([NH2:20])=[C:16]([C:21]([F:24])([F:23])[F:22])[CH:15]=1)[CH3:12].CC(C)([O-])C.[K+]. Product: [CH2:11]([O:13][C:14]1[CH:19]=[CH:18][C:17]([NH:20][C:2]2[CH:9]=[CH:8][C:5]([C:6]#[N:7])=[CH:4][CH:3]=2)=[C:16]([C:21]([F:22])([F:23])[F:24])[CH:15]=1)[CH3:12]. The catalyst class is: 58. (5) Reactant: [C:12]([O:11][C:9](O[C:9]([O:11][C:12]([CH3:15])([CH3:14])[CH3:13])=[O:10])=[O:10])([CH3:15])([CH3:14])[CH3:13].[Br:16][C:17]1[CH:26]=[C:25]2[C:20]([CH2:21][CH2:22][NH:23][CH2:24]2)=[CH:19][CH:18]=1.C(N(CC)CC)C. Product: [Br:16][C:17]1[CH:26]=[C:25]2[C:20]([CH2:21][CH2:22][N:23]([C:9]([O:11][C:12]([CH3:13])([CH3:14])[CH3:15])=[O:10])[CH2:24]2)=[CH:19][CH:18]=1. The catalyst class is: 1. (6) Reactant: [F:1][C:2]1[C:3]([CH3:26])=[CH:4][C:5]([N+:23]([O-])=O)=[C:6]([CH:8]([C:16]([O:18][C:19]([CH3:22])([CH3:21])[CH3:20])=[O:17])[C:9]([O:11][C:12]([CH3:15])([CH3:14])[CH3:13])=[O:10])[CH:7]=1. Product: [NH2:23][C:5]1[CH:4]=[C:3]([CH3:26])[C:2]([F:1])=[CH:7][C:6]=1[CH:8]([C:9]([O:11][C:12]([CH3:15])([CH3:14])[CH3:13])=[O:10])[C:16]([O:18][C:19]([CH3:22])([CH3:20])[CH3:21])=[O:17]. The catalyst class is: 19. (7) Reactant: [C:1]([O:5][C:6]([N:8]1[CH2:12][C:11]([F:14])([F:13])[CH2:10][C@H:9]1[CH2:15][C:16]([OH:18])=O)=[O:7])([CH3:4])([CH3:3])[CH3:2].Cl.NO.CCN=C=NCCC[N:30]([CH3:32])C.Cl.Cl.CN1CC[O:39][CH2:38]C1. Product: [CH3:38][O:39][N:30]([CH3:32])[C:16]([CH2:15][C@@H:9]1[CH2:10][C:11]([F:13])([F:14])[CH2:12][N:8]1[C:6]([O:5][C:1]([CH3:2])([CH3:3])[CH3:4])=[O:7])=[O:18]. The catalyst class is: 2. (8) Reactant: [F:1][C:2]([F:27])([F:26])[O:3][C:4]1[CH:9]=[CH:8][C:7]([N:10]2[C:14]3[CH:15]=[CH:16][C:17]4[C:22]([C:13]=3[N:12]=[CH:11]2)=[CH:21][CH:20]=[C:19](C(O)=O)[CH:18]=4)=[CH:6][CH:5]=1.C1(P(N=[N+]=[N-])(C2C=CC=CC=2)=[O:35])C=CC=CC=1.C([N:47]([CH2:50]C)CC)C.[Cl:52][C:53]1[CH:54]=[CH:55][C:56]([CH:59]([OH:61])[CH3:60])=[N:57][CH:58]=1. Product: [F:1][C:2]([F:26])([F:27])[O:3][C:4]1[CH:5]=[CH:6][C:7]([N:10]2[C:14]3[CH:15]=[CH:16][C:17]4[C:22]([C:13]=3[N:12]=[CH:11]2)=[CH:21][CH:20]=[C:19]([NH:47][C:50](=[O:35])[O:61][CH:59]([C:56]2[CH:55]=[CH:54][C:53]([Cl:52])=[CH:58][N:57]=2)[CH3:60])[CH:18]=4)=[CH:8][CH:9]=1. The catalyst class is: 11. (9) Reactant: [H-].[Na+].[CH2:3]([OH:6])[CH2:4][OH:5].Br[C:8]1[CH:13]=[CH:12][N:11]=[C:10]([N:14]2[CH:18]=[C:17]([C:19]3[CH:20]=[N:21][N:22]4[C:27](=[O:28])[C:26]([CH2:29][CH3:30])=[C:25]([CH3:31])[NH:24][C:23]=34)[CH:16]=[N:15]2)[CH:9]=1. Product: [CH2:29]([C:26]1[C:27](=[O:28])[N:22]2[N:21]=[CH:20][C:19]([C:17]3[CH:16]=[N:15][N:14]([C:10]4[CH:9]=[C:8]([O:5][CH2:4][CH2:3][OH:6])[CH:13]=[CH:12][N:11]=4)[CH:18]=3)=[C:23]2[NH:24][C:25]=1[CH3:31])[CH3:30]. The catalyst class is: 3.